From a dataset of Forward reaction prediction with 1.9M reactions from USPTO patents (1976-2016). Predict the product of the given reaction. The product is: [C:1]([N:4]1[CH2:9][CH2:8][C:7]2[N:10]([CH:37]3[CH2:38][CH2:39][O:40][CH2:41][CH2:42]3)[N:11]=[C:12]([N:13]3[C:22]4[C:17](=[CH:18][C:19]([C:27]5[CH:28]=[CH:29][C:30]([C:33]([NH:49][CH3:46])=[O:34])=[N:31][CH:32]=5)=[C:20]([C:23]([F:24])([F:25])[F:26])[CH:21]=4)[N:16]([CH3:36])[CH2:15][CH2:14]3)[C:6]=2[CH2:5]1)(=[O:3])[CH3:2]. Given the reactants [C:1]([N:4]1[CH2:9][CH2:8][C:7]2[N:10]([CH:37]3[CH2:42][CH2:41][O:40][CH2:39][CH2:38]3)[N:11]=[C:12]([N:13]3[C:22]4[C:17](=[CH:18][C:19]([C:27]5[CH:28]=[CH:29][C:30]([C:33](O)=[O:34])=[N:31][CH:32]=5)=[C:20]([C:23]([F:26])([F:25])[F:24])[CH:21]=4)[N:16]([CH3:36])[CH2:15][CH2:14]3)[C:6]=2[CH2:5]1)(=[O:3])[CH3:2].Cl.CN.[CH:46]([N:49](CC)C(C)C)(C)C.CN(C(ON1N=NC2C=CC=NC1=2)=[N+](C)C)C.F[P-](F)(F)(F)(F)F, predict the reaction product.